This data is from Catalyst prediction with 721,799 reactions and 888 catalyst types from USPTO. The task is: Predict which catalyst facilitates the given reaction. Reactant: [CH3:1][C@H:2]1[CH2:7][O:6][CH2:5][CH2:4][N:3]1[C:8]1[CH:13]=[CH:12][C:11]([N+:14]([O-])=O)=[C:10]([O:17][CH3:18])[CH:9]=1.O.NN. Product: [CH3:1][C@H:2]1[CH2:7][O:6][CH2:5][CH2:4][N:3]1[C:8]1[CH:13]=[CH:12][C:11]([NH2:14])=[C:10]([O:17][CH3:18])[CH:9]=1. The catalyst class is: 5.